From a dataset of Full USPTO retrosynthesis dataset with 1.9M reactions from patents (1976-2016). Predict the reactants needed to synthesize the given product. (1) Given the product [F:1][C:2]([F:7])([F:6])[C:3]([OH:5])=[O:4].[Cl:15][C:16]1[CH:17]=[N:18][C:19]2[NH:20][C:21]3[CH:22]=[CH:23][CH:24]=[C:25]([CH:46]=3)[CH2:26][CH2:27][C:28]3[CH:36]=[C:32]([NH:33][C:34]=1[N:35]=2)[CH:31]=[CH:30][C:29]=3[NH:37][C:38]([CH:40]1[CH2:45][CH2:44][N:43]([C:48]([NH:47][CH2:50][C:51]([O:53][CH2:54][CH3:55])=[O:52])=[O:49])[CH2:42][CH2:41]1)=[O:39], predict the reactants needed to synthesize it. The reactants are: [F:1][C:2]([F:7])([F:6])[C:3]([OH:5])=[O:4].FC(F)(F)C(O)=O.[Cl:15][C:16]1[CH:17]=[N:18][C:19]2[NH:20][C:21]3[CH:22]=[CH:23][CH:24]=[C:25]([CH:46]=3)[CH2:26][CH2:27][C:28]3[CH:36]=[C:32]([NH:33][C:34]=1[N:35]=2)[CH:31]=[CH:30][C:29]=3[NH:37][C:38]([CH:40]1[CH2:45][CH2:44][NH:43][CH2:42][CH2:41]1)=[O:39].[N:47]([CH2:50][C:51]([O:53][CH2:54][CH3:55])=[O:52])=[C:48]=[O:49]. (2) Given the product [C:1]([O:5][C:6]([N:8]1[CH2:13][CH2:12][C:11]2[N:20]=[C:18]([NH:17][C:16]([NH2:22])=[NH:21])[S:19][C:10]=2[CH2:9]1)=[O:7])([CH3:4])([CH3:3])[CH3:2], predict the reactants needed to synthesize it. The reactants are: [C:1]([O:5][C:6]([N:8]1[CH2:13][CH2:12][C:11](=O)[CH:10](Br)[CH2:9]1)=[O:7])([CH3:4])([CH3:3])[CH3:2].[C:16]([NH2:22])([NH2:21])=[N:17][C:18]([NH2:20])=[S:19]. (3) Given the product [C:29]([C:26]1[CH:27]=[CH:28][C:23]([CH2:22][O:1][C:2]2[C:3]([CH2:19][OH:20])=[C:4]([CH2:9][NH:10][C:11]3[CH:18]=[CH:17][C:14]([C:15]#[N:16])=[CH:13][CH:12]=3)[CH:5]=[N:6][C:7]=2[CH3:8])=[CH:24][CH:25]=1)#[N:30], predict the reactants needed to synthesize it. The reactants are: [OH:1][C:2]1[C:3]([CH2:19][OH:20])=[C:4]([CH2:9][NH:10][C:11]2[CH:18]=[CH:17][C:14]([C:15]#[N:16])=[CH:13][CH:12]=2)[CH:5]=[N:6][C:7]=1[CH3:8].Br[CH2:22][C:23]1[CH:28]=[CH:27][C:26]([C:29]#[N:30])=[CH:25][CH:24]=1. (4) Given the product [Cl:1][C:2]1[CH:19]=[C:18]([Cl:20])[CH:17]=[CH:16][C:3]=1[O:4][C:5]1[C:10]([CH:11]=[O:12])=[CH:9][N:8]=[C:7]([CH:13]([CH3:15])[CH3:14])[N:6]=1, predict the reactants needed to synthesize it. The reactants are: [Cl:1][C:2]1[CH:19]=[C:18]([Cl:20])[CH:17]=[CH:16][C:3]=1[O:4][C:5]1[C:10]([CH2:11][OH:12])=[CH:9][N:8]=[C:7]([CH:13]([CH3:15])[CH3:14])[N:6]=1. (5) Given the product [CH3:24][S:25]([O:15][CH2:14][CH2:13][CH2:12][N:7]([C:6]([O:5][C:1]([CH3:3])([CH3:2])[CH3:4])=[O:16])[CH2:8][CH:9]([CH3:11])[CH3:10])(=[O:27])=[O:26], predict the reactants needed to synthesize it. The reactants are: [C:1]([O:5][C:6](=[O:16])[N:7]([CH2:12][CH2:13][CH2:14][OH:15])[CH2:8][CH:9]([CH3:11])[CH3:10])([CH3:4])([CH3:3])[CH3:2].C(N(CC)CC)C.[CH3:24][S:25](Cl)(=[O:27])=[O:26].